This data is from NCI-60 drug combinations with 297,098 pairs across 59 cell lines. The task is: Regression. Given two drug SMILES strings and cell line genomic features, predict the synergy score measuring deviation from expected non-interaction effect. (1) Drug 1: CC1=C(C=C(C=C1)NC(=O)C2=CC=C(C=C2)CN3CCN(CC3)C)NC4=NC=CC(=N4)C5=CN=CC=C5. Drug 2: CN1C2=C(C=C(C=C2)N(CCCl)CCCl)N=C1CCCC(=O)O.Cl. Cell line: U251. Synergy scores: CSS=8.40, Synergy_ZIP=-8.33, Synergy_Bliss=-13.3, Synergy_Loewe=-8.96, Synergy_HSA=-9.52. (2) Drug 1: CC12CCC3C(C1CCC2NC(=O)OCC(F)(F)F)CCC4C3(C=CC(=O)N4C)C. Drug 2: CN(CC1=CN=C2C(=N1)C(=NC(=N2)N)N)C3=CC=C(C=C3)C(=O)NC(CCC(=O)O)C(=O)O. Cell line: SK-OV-3. Synergy scores: CSS=1.14, Synergy_ZIP=7.72, Synergy_Bliss=10.1, Synergy_Loewe=2.81, Synergy_HSA=3.91.